Task: Predict the product of the given reaction.. Dataset: Forward reaction prediction with 1.9M reactions from USPTO patents (1976-2016) (1) Given the reactants CCN(CC)CC.[CH2:8]1[CH2:14][O:13][CH2:12][CH2:11][NH:10][CH2:9]1.Cl.[O:16]1[C:20]2([CH2:25][CH2:24][CH:23](N3CCOCC3)[CH2:22][CH2:21]2)[O:19][CH2:18][CH2:17]1.C(O)(=O)C.[BH-](OC(C)=O)(OC(C)=O)OC(C)=O.[Na+], predict the reaction product. The product is: [O:16]1[C:20]2([CH2:25][CH2:24][CH:23]([N:10]3[CH2:9][CH2:8][CH2:14][O:13][CH2:12][CH2:11]3)[CH2:22][CH2:21]2)[O:19][CH2:18][CH2:17]1. (2) The product is: [CH2:13]([C:6]1[S:5][C:4]2[NH:1][C:2](=[S:3])[N:29]([CH2:28][CH2:27][CH2:26][N:24]3[CH:25]=[C:21]([CH3:20])[N:22]=[CH:23]3)[C:9](=[O:11])[C:8]=2[CH:7]=1)[C:14]1[CH:19]=[CH:18][CH:17]=[CH:16][CH:15]=1. Given the reactants [N:1]([C:4]1[S:5][C:6]([CH2:13][C:14]2[CH:19]=[CH:18][CH:17]=[CH:16][CH:15]=2)=[CH:7][C:8]=1[C:9]([O:11]C)=O)=[C:2]=[S:3].[CH3:20][C:21]1[N:22]=[CH:23][N:24]([CH2:26][CH2:27][CH2:28][NH2:29])[CH:25]=1, predict the reaction product.